The task is: Predict the reaction yield, written as a fraction of the theoretical maximum amount of product (1.0 means a 100% yield; for example, 0.34 means a 34% yield).. This data is from Reaction yield outcomes from USPTO patents with 853,638 reactions. (1) The reactants are [C:1](Cl)(Cl)=[S:2].[CH3:5][O:6][C:7]1[C:12]([NH2:13])=[C:11]([O:14][CH3:15])[N:10]=[C:9]([CH3:16])[N:8]=1. The catalyst is O1CCCC1.C(=O)([O-])O.[Na+]. The product is [N:13]([C:12]1[C:7]([O:6][CH3:5])=[N:8][C:9]([CH3:16])=[N:10][C:11]=1[O:14][CH3:15])=[C:1]=[S:2]. The yield is 0.700. (2) The reactants are [Br:1][C:2]1[CH:10]=[CH:9][CH:8]=[C:7]2[C:3]=1[C:4]([C:14]1[C:22]([OH:23])=[CH:21][C:17]3[O:18][CH2:19][O:20][C:16]=3[CH:15]=1)([CH2:12]O)[C:5](=[O:11])[NH:6]2.ClC1C=CC(Cl)=C2C=1C(C1C(O)=CC3OCOC=3C=1)(CO)C(=O)N2CCCCC. No catalyst specified. The product is [Br:1][C:2]1[CH:10]=[CH:9][CH:8]=[C:7]2[C:3]=1[C:4]1([C:14]3=[CH:15][C:16]4[O:20][CH2:19][O:18][C:17]=4[CH:21]=[C:22]3[O:23][CH2:12]1)[C:5](=[O:11])[NH:6]2. The yield is 0.710.